Dataset: Experimentally validated miRNA-target interactions with 360,000+ pairs, plus equal number of negative samples. Task: Binary Classification. Given a miRNA mature sequence and a target amino acid sequence, predict their likelihood of interaction. (1) The miRNA is mmu-miR-350-3p with sequence UUCACAAAGCCCAUACACUUUC. The protein sequence of the target gene is MAPDLASQRHSESFPSVNSRPNVILPGREGRREGLPPGGGTRGSLVPTRPVPPSPAPLGTSPYSWSRSGPGRGGGAGSSRVPRGVPGPAVCAPGSLLHHASPTQTMAAADGSLFDNPRTFSRRPPAQASRQAKATKRKYQASSEAPPAKRRNETSFLPAKKTSVKETQRTFKGNAQKMFSPKKHSVSTSDRNQEERQCIKTSSLFKNNPDIPELHRPVVKQVQEKVFTSAAFHELGLHPHLISTINTVLKMSSMTSVQKQSIPVLLEGRDALVRSQTGSGKTLAYCIPVVQSLQAMESKI.... Result: 0 (no interaction). (2) The miRNA is mmu-miR-767 with sequence UGCACCAUGGUUGUCUGAGCA. The protein sequence of the target gene is MRLTRCWAALAAAIILNLLVFFYVSWLQHQPRNSRARGPRRTSAIGPRVTVLIREFEAFDNAVPELVDSFLQQDPAQPVVVAADTLPYPPLALPRIPNVRLALLQPALDRPAAASRPETYVATEFVALVPDGARAESPGHLERMVEALRGSSARLVAAPVATANPARCLALNVSLREWTARYDPAPSAPRCDALDGDAVLLMRSRDLFNLSVPLARPLATSLFLQTALRGWAVQLLDLTFAAARQPPLATAHARWKAEREGRSRRAALLRSLGIRLVSWEGGRLEWFGCSKESARCFGTV.... Result: 0 (no interaction). (3) The miRNA is hsa-miR-548i with sequence AAAAGUAAUUGCGGAUUUUGCC. The protein sequence of the target gene is MASCASIDIEDATQHLRDILKLDRPAGGPSAESPRPSSAYNGDLNGLLVPDPLCSGDSTSANKTGLRTMPPINLQEKQVICLSGDDSSTCIGILAKEVEIVASSDSSISSKARGSNKVKIQPVAKYDWEQKYYYGNLIAVSNSFLAYAIRAANNGSAMVRVISVSTSERTLLKGFTGSVADLAFAHLNSPQLACLDEAGNLFVWRLALVNGKIQEEILVHIRQPEGTPLNHFRRIIWCPFIPEESEDCCEESSPTVALLHEDRAEVWDLDMLRSSHSTWPVDVSQIKQGFIVVKGHSTCL.... Result: 0 (no interaction). (4) The miRNA is hsa-miR-4781-3p with sequence AAUGUUGGAAUCCUCGCUAGAG. The protein sequence of the target gene is MGSPAHRPALLLLLPPLLLLLLLRVPPSRSFPGSGDSPLEDDEVGYSHPRYKDTPWCSPIKVKYGDVYCRAPQGGYYKTALGTRCDIRCQKGYELHGSSLLICQSNKRWSDKVICKQKRCPTLAMPANGGFKCVDGAYFNSRCEYYCSPGYTLKGERTVTCMDNKAWSGRPASCVDMEPPRIKCPSVKERIAEPNKLTVRVSWETPEGRDTADGILTDVILKGLPPGSNFPEGDHKIQYTVYDRAENKGTCKFRVKVRVKRCGKLNAPENGYMKCSSDGDNYGATCEFSCIGGYELQGSP.... Result: 0 (no interaction). (5) The miRNA is hsa-miR-222-5p with sequence CUCAGUAGCCAGUGUAGAUCCU. The protein sequence of the target gene is MKLRGVSLAAGLFLLALSLWGQPAEAAACYGCSPGSKCDCSGIKGEKGERGFPGLEGHPGLPGFPGPEGPPGPRGQKGDDGIPGPPGPKGIRGPPGLPGFPGTPGLPGMPGHDGAPGPQGIPGCNGTKGERGFPGSPGFPGLQGPPGPPGIPGMKGEPGSIIMSSLPGPKGNPGYPGPPGIQGLPGPTGIPGPIGPPGPPGLMGPPGPPGLPGPKGNMGLNFQGPKGEKGEQGLQGPPGPPGQISEQKRPIDVEFQKGDQGLPGDRGPPGPPGIRGPPGPPGGEKGEKGEQGEPGKRGKP.... Result: 1 (interaction). (6) The miRNA is hsa-miR-1911-3p with sequence CACCAGGCAUUGUGGUCUCC. The protein sequence of the target gene is MTLHATRGAALLSWVNSLHVADPVEAVLQLQDCSIFIKIIDRIHGTEEGQQILKQPVSERLDFVCSFLQKNRKHPSSPECLVSAQKVLEGSELELAKMTMLLLYHSTMSSKSPRDWEQFEYKIQAELAVILKFVLDHEDGLNLNEDLENFLQKAPVPSTCSSTFPEELSPPSHQAKREIRFLELQKVASSSSGNNFLSGSPASPMGDILQTPQFQMRRLKKQLADERSNRDELELELAENRKLLTEKDAQIAMMQQRIDRLALLNEKQAASPLEPKELEELRDKNESLTMRLHETLKQCQ.... Result: 1 (interaction). (7) The miRNA is hsa-miR-216a-5p with sequence UAAUCUCAGCUGGCAACUGUGA. The protein sequence of the target gene is MSDQQLDCALDLMRRLPPQQIEKNLSDLIDLVPSLCEDLLSSVDQPLKIARDKVVGKDYLLCDYNRDGDSYRSPWSNKYDPPLEDGAMPSARLRKLEVEANNAFDQYRDLYFEGGVSSVYLWDLDHGFAGVILIKKAGDGSKKIKGCWDSIHVVEVQEKSSGRTAHYKLTSTVMLWLQTNKSGSGTMNLGGSLTRQMEKDETVSDCSPHIANIGRLVEDMENKIRSTLNEIYFGKTKDIVNGLRSLDAIPDNHKFKQLQRELSQVLTQRQVYIQPDN. Result: 0 (no interaction). (8) The miRNA is hsa-miR-219b-3p with sequence AGAAUUGCGUUUGGACAAUCAGU. The protein sequence of the target gene is MEFTASPKPQLSSRANAFSIAALMSSGGSKEKEATENTIKPLEQFVEKSSCAQPLGELTSLDAHGEFGGGSGSSPSSSSLCTEPLIPTTPIIPSEEMAKIACSLETKELWDKFHELGTEMIITKSGRRMFPTIRVSFSGVDPEAKYIVLMDIVPVDNKRYRYAYHRSSWLVAGKADPPLPARLYVHPDSPFTGEQLLKQMVSFEKVKLTNNELDQHGHIILNSMHKYQPRVHIIKKKDHTASLLNLKSEEFRTFIFPETVFTAVTAYQNQLITKLKIDSNPFAKGFRDSSRLTDIERESV.... Result: 1 (interaction). (9) The miRNA is hsa-miR-16-5p with sequence UAGCAGCACGUAAAUAUUGGCG. The protein sequence of the target gene is MTSHYVIAIFALMSSCLATAGPEPGALCELSPVSASHPVQALMESFTVLSGCASRGTTGLPQEVHVLNLRTAGQGPGQLQREVTLHLNPISSVHIHHKSVVFLLNSPHPLVWHLKTERLATGVSRLFLVSEGSVVQFSSANFSLTAETEERNFPHGNEHLLNWARKEYGAVTSFTELKIARNIYIKVGEDQVFPPKCNIGKNFLSLNYLAEYLQPKAAEGCVMSSQPQNEEVHIIELITPNSNPYSAFQVDITIDIRPSQEDLEVVKNLILILKCKKSVNWVIKSFDVKGSLKIIAPNSI.... Result: 1 (interaction). (10) The miRNA is mmu-miR-466g with sequence AUACAGACACAUGCACACACA. The protein sequence of the target gene is MAAPAKGMWCSLGSLLRVVQTRDLNARRWVRALRRSPVRVLSPSGQVEERKRAPDQQPRKAVPKASSQGQRQKQPLETSPSQTPHTWEEAGLRYDKAFPGDRRLSSVMTIVKSRPFREKQGKILLEGRRLIADALKAGAVPKAFFFSRLEYVKELPVDKLKDVSLIKVKFEDIKDWSDLVTPQGIMGIFAKPDPVKMTYPETPLHHTLPLVLICDNLRDPGNLGTILRSAAGAGCSKVLLTKGCVDAWEPKVLRAGMGAHFQVPIVNNVEWETVPNHLPPDTRVYVADNCGHYAQVQMSD.... Result: 0 (no interaction).